Dataset: NCI-60 drug combinations with 297,098 pairs across 59 cell lines. Task: Regression. Given two drug SMILES strings and cell line genomic features, predict the synergy score measuring deviation from expected non-interaction effect. (1) Drug 1: CC1CC2C3CCC4=CC(=O)C=CC4(C3(C(CC2(C1(C(=O)CO)O)C)O)F)C. Drug 2: C1=CC(=C(C=C1I)F)NC2=C(C=CC(=C2F)F)C(=O)NOCC(CO)O. Cell line: SW-620. Synergy scores: CSS=50.3, Synergy_ZIP=-0.246, Synergy_Bliss=-1.86, Synergy_Loewe=-21.0, Synergy_HSA=-2.52. (2) Drug 1: CC(CN1CC(=O)NC(=O)C1)N2CC(=O)NC(=O)C2. Drug 2: CC1=C(C=C(C=C1)NC(=O)C2=CC=C(C=C2)CN3CCN(CC3)C)NC4=NC=CC(=N4)C5=CN=CC=C5. Synergy scores: CSS=55.3, Synergy_ZIP=0.356, Synergy_Bliss=1.27, Synergy_Loewe=-3.16, Synergy_HSA=1.78. Cell line: MOLT-4. (3) Drug 1: CN(CCCl)CCCl.Cl. Drug 2: C1=NNC2=C1C(=O)NC=N2. Cell line: OVCAR3. Synergy scores: CSS=6.58, Synergy_ZIP=-6.49, Synergy_Bliss=-6.05, Synergy_Loewe=-4.04, Synergy_HSA=-3.60. (4) Drug 1: CC1C(C(CC(O1)OC2CC(CC3=C2C(=C4C(=C3O)C(=O)C5=C(C4=O)C(=CC=C5)OC)O)(C(=O)CO)O)N)O.Cl. Drug 2: C1CCC(C(C1)N)N.C(=O)(C(=O)[O-])[O-].[Pt+4]. Cell line: OVCAR-5. Synergy scores: CSS=19.8, Synergy_ZIP=-8.80, Synergy_Bliss=1.49, Synergy_Loewe=-3.33, Synergy_HSA=1.91. (5) Drug 1: C1CCN(CC1)CCOC2=CC=C(C=C2)C(=O)C3=C(SC4=C3C=CC(=C4)O)C5=CC=C(C=C5)O. Drug 2: CC=C1C(=O)NC(C(=O)OC2CC(=O)NC(C(=O)NC(CSSCCC=C2)C(=O)N1)C(C)C)C(C)C. Cell line: MOLT-4. Synergy scores: CSS=53.9, Synergy_ZIP=0.287, Synergy_Bliss=0.836, Synergy_Loewe=-65.6, Synergy_HSA=-2.21. (6) Synergy scores: CSS=37.3, Synergy_ZIP=1.62, Synergy_Bliss=2.27, Synergy_Loewe=-0.0987, Synergy_HSA=3.89. Drug 1: CC12CCC3C(C1CCC2=O)CC(=C)C4=CC(=O)C=CC34C. Drug 2: CS(=O)(=O)CCNCC1=CC=C(O1)C2=CC3=C(C=C2)N=CN=C3NC4=CC(=C(C=C4)OCC5=CC(=CC=C5)F)Cl. Cell line: A549. (7) Drug 1: CCC1(C2=C(COC1=O)C(=O)N3CC4=CC5=C(C=CC(=C5CN(C)C)O)N=C4C3=C2)O.Cl. Drug 2: CC12CCC3C(C1CCC2OP(=O)(O)O)CCC4=C3C=CC(=C4)OC(=O)N(CCCl)CCCl.[Na+]. Cell line: T-47D. Synergy scores: CSS=27.0, Synergy_ZIP=-1.51, Synergy_Bliss=-0.371, Synergy_Loewe=-28.8, Synergy_HSA=-2.50.